Task: Predict which catalyst facilitates the given reaction.. Dataset: Catalyst prediction with 721,799 reactions and 888 catalyst types from USPTO (1) Reactant: [CH2:1]([NH:3][C:4]([C:6]1[CH:15]=[CH:14][C:9]2[NH:10][C:11](=S)[O:12][C:8]=2[CH:7]=1)=[O:5])[CH3:2].Cl.Cl.[NH:18]1[CH2:22][CH2:21][C@@H:20]([N:23]2[CH2:28][CH2:27][CH2:26][CH2:25][CH2:24]2)[CH2:19]1. Product: [CH2:1]([NH:3][C:4]([C:6]1[CH:15]=[CH:14][C:9]2[N:10]=[C:11]([N:18]3[CH2:22][CH2:21][C@@H:20]([N:23]4[CH2:24][CH2:25][CH2:26][CH2:27][CH2:28]4)[CH2:19]3)[O:12][C:8]=2[CH:7]=1)=[O:5])[CH3:2]. The catalyst class is: 451. (2) Reactant: [C:1]([CH:4]1[CH2:9][CH2:8][N:7]([C:10]([O:12][C:13]([CH3:16])([CH3:15])[CH3:14])=[O:11])[CH2:6][CH2:5]1)(=[S:3])[NH2:2].Br[CH2:18][C:19](=O)[C:20]([O:22][CH2:23][CH3:24])=[O:21].C(N(CC)CC)C. Product: [C:13]([O:12][C:10]([N:7]1[CH2:8][CH2:9][CH:4]([C:1]2[S:3][CH:18]=[C:19]([C:20]([O:22][CH2:23][CH3:24])=[O:21])[N:2]=2)[CH2:5][CH2:6]1)=[O:11])([CH3:16])([CH3:15])[CH3:14]. The catalyst class is: 8. (3) Reactant: Br[C:2]1[CH:3]=[C:4]2[C:8](=[C:9]([C:11]([NH2:13])=[O:12])[CH:10]=1)[NH:7][CH:6]=[C:5]2[CH:14]1[CH2:19][CH2:18][CH2:17][S:16](=[O:21])(=[O:20])[CH2:15]1.[O:22]1[CH:26]=[CH:25][C:24](B(O)O)=[CH:23]1.C(=O)([O-])[O-].[K+].[K+]. Product: [O:20]=[S:16]1(=[O:21])[CH2:17][CH2:18][CH2:19][CH:14]([C:5]2[C:4]3[C:8](=[C:9]([C:11]([NH2:13])=[O:12])[CH:10]=[C:2]([C:24]4[CH:25]=[CH:26][O:22][CH:23]=4)[CH:3]=3)[NH:7][CH:6]=2)[CH2:15]1. The catalyst class is: 117. (4) Reactant: [O:1]1[CH2:6][CH2:5][N:4]([CH2:7][C:8]2[CH:9]=[C:10]([C:14]3[C:15]4[O:22][C:21]([CH:23]=O)=[CH:20][C:16]=4[CH:17]=[N:18][CH:19]=3)[CH:11]=[CH:12][CH:13]=2)[CH2:3][CH2:2]1.[CH2:25]1[S:31][C:29](=[O:30])[NH:28][C:26]1=[O:27].NCCC(O)=O. Product: [O:1]1[CH2:6][CH2:5][N:4]([CH2:7][C:8]2[CH:9]=[C:10]([C:14]3[C:15]4[O:22][C:21](/[CH:23]=[C:25]5/[C:26](=[O:27])[NH:28][C:29](=[O:30])[S:31]/5)=[CH:20][C:16]=4[CH:17]=[N:18][CH:19]=3)[CH:11]=[CH:12][CH:13]=2)[CH2:3][CH2:2]1. The catalyst class is: 15. (5) Reactant: Cl[C:2]1[CH:11]=[CH:10][N:9]=[C:8]2[C:3]=1[CH:4]=[CH:5][C:6]([CH3:12])=[N:7]2.[NH2:13][C:14]1[CH:19]=[C:18]([O:20][CH2:21][C:22]2[CH:27]=[CH:26][CH:25]=[CH:24][C:23]=2[CH3:28])[CH:17]=[CH:16][C:15]=1[S:29][C:30]1[CH:35]=[CH:34][C:33]([NH:36][C:37](=[O:39])[CH3:38])=[CH:32][CH:31]=1. Product: [CH3:28][C:23]1[CH:24]=[CH:25][CH:26]=[CH:27][C:22]=1[CH2:21][O:20][C:18]1[CH:17]=[CH:16][C:15]([S:29][C:30]2[CH:35]=[CH:34][C:33]([NH:36][C:37](=[O:39])[CH3:38])=[CH:32][CH:31]=2)=[C:14]([NH:13][C:2]2[C:3]3[C:8](=[N:7][C:6]([CH3:12])=[CH:5][CH:4]=3)[N:9]=[CH:10][CH:11]=2)[CH:19]=1. The catalyst class is: 8. (6) Reactant: [Br:1][C:2]1[CH:6]=[C:5]([C:7]2([O:18][CH3:19])[CH2:10][N:9](C(OC(C)(C)C)=O)[CH2:8]2)[N:4]([CH3:20])[N:3]=1.C(OC(=O)C)C.[ClH:27].CO. Product: [ClH:27].[Br:1][C:2]1[CH:6]=[C:5]([C:7]2([O:18][CH3:19])[CH2:10][NH:9][CH2:8]2)[N:4]([CH3:20])[N:3]=1. The catalyst class is: 13. (7) Reactant: [F:1][C:2]1[CH:3]=[CH:4][C:5]([O:32]C)=[C:6]([C:8]([CH3:31])([CH3:30])[CH2:9][C:10]([C:26]([F:29])([F:28])[F:27])([OH:25])[CH2:11][NH:12][C:13]2[CH:22]=[CH:21][CH:20]=[C:19]3[C:14]=2[CH:15]=[CH:16][C:17]([CH2:23][OH:24])=[N:18]3)[CH:7]=1.B(Br)(Br)Br.CO. Product: [F:1][C:2]1[CH:3]=[CH:4][C:5]([OH:32])=[C:6]([C:8]([CH3:30])([CH3:31])[CH2:9][C:10]([C:26]([F:27])([F:28])[F:29])([OH:25])[CH2:11][NH:12][C:13]2[CH:22]=[CH:21][CH:20]=[C:19]3[C:14]=2[CH:15]=[CH:16][C:17]([CH2:23][OH:24])=[N:18]3)[CH:7]=1. The catalyst class is: 4. (8) Reactant: [N:1]([CH2:4][CH2:5][NH:6][C:7](=[O:21])[CH2:8][CH2:9][CH2:10][CH2:11][CH2:12][CH2:13][CH2:14][CH2:15][CH2:16]CCCC)=[N+:2]=[N-:3].C(Cl)(=O)CCCCCCCCC.N(CCN)=[N+]=[N-].C(N(CC)CC)C. Product: [N:1]([CH2:4][CH2:5][NH:6][C:7](=[O:21])[CH2:8][CH2:9][CH2:10][CH2:11][CH2:12][CH2:13][CH2:14][CH2:15][CH3:16])=[N+:2]=[N-:3]. The catalyst class is: 4. (9) Reactant: [Si:1]([O:8][CH2:9][C:10]1([CH3:38])[S:16][CH2:15][CH2:14][N:13]2[C:17]([C:20]3([C:23]4[CH:28]=[CH:27][C:26](B5OC(C)(C)C(C)(C)O5)=[CH:25][CH:24]=4)[CH2:22][CH2:21]3)=[N:18][N:19]=[C:12]2[CH2:11]1)([C:4]([CH3:7])([CH3:6])[CH3:5])([CH3:3])[CH3:2].Cl[C:40]1[C:45]([F:46])=[CH:44][CH:43]=[CH:42][N:41]=1.C(=O)([O-])[O-].[K+].[K+].C(=O)([O-])O.[Na+]. Product: [Si:1]([O:8][CH2:9][C:10]1([CH3:38])[S:16][CH2:15][CH2:14][N:13]2[C:17]([C:20]3([C:23]4[CH:24]=[CH:25][C:26]([C:40]5[C:45]([F:46])=[CH:44][CH:43]=[CH:42][N:41]=5)=[CH:27][CH:28]=4)[CH2:21][CH2:22]3)=[N:18][N:19]=[C:12]2[CH2:11]1)([C:4]([CH3:7])([CH3:6])[CH3:5])([CH3:3])[CH3:2]. The catalyst class is: 437.